Task: Predict which catalyst facilitates the given reaction.. Dataset: Catalyst prediction with 721,799 reactions and 888 catalyst types from USPTO (1) Reactant: C([N:8]1[C:12]2[CH2:13][CH:14]([O:16][CH2:17][CH2:18][CH3:19])[CH2:15][C:11]=2[C:10]([C:20]2[N:21]=[N:22][NH:23][N:24]=2)=[N:9]1)C1C=CC=CC=1.CC(C)([O-])C.[K+]. Product: [CH2:17]([O:16][CH:14]1[CH2:15][C:11]2=[C:10]([C:20]3[NH:24][N:23]=[N:22][N:21]=3)[NH:9][N:8]=[C:12]2[CH2:13]1)[CH2:18][CH3:19]. The catalyst class is: 16. (2) Reactant: [O:1]1[C:5]2[CH:6]=[CH:7][C:8]([C:10]3([C:13]([OH:15])=O)[CH2:12][CH2:11]3)=[CH:9][C:4]=2[O:3][CH2:2]1.CN(C(ON1N=NC2C=CC=CC1=2)=[N+](C)C)C.F[P-](F)(F)(F)(F)F.CCN(CC)CC.[NH2:47][C:48]1[CH:49]=[C:50]2[C:54](=[CH:55][CH:56]=1)[NH:53][C:52]([CH:57]([CH3:60])[CH2:58][OH:59])=[CH:51]2. Product: [O:1]1[C:5]2[CH:6]=[CH:7][C:8]([C:10]3([C:13]([NH:47][C:48]4[CH:49]=[C:50]5[C:54](=[CH:55][CH:56]=4)[NH:53][C:52]([CH:57]([CH3:60])[CH2:58][OH:59])=[CH:51]5)=[O:15])[CH2:11][CH2:12]3)=[CH:9][C:4]=2[O:3][CH2:2]1. The catalyst class is: 10. (3) Reactant: [NH2:1][CH:2]([C:7]1[CH:12]=[CH:11][C:10]([F:13])=[CH:9][C:8]=1[F:14])[CH2:3][C:4]([OH:6])=[O:5].[C:15]1(=O)[O:20][C:18](=[O:19])[C:17]2=[CH:21][CH:22]=[CH:23][CH:24]=[C:16]12.O. Product: [F:14][C:8]1[CH:9]=[C:10]([F:13])[CH:11]=[CH:12][C:7]=1[CH:2]([N:1]1[C:18](=[O:19])[C:17]2[C:16](=[CH:24][CH:23]=[CH:22][CH:21]=2)[C:15]1=[O:20])[CH2:3][C:4]([OH:6])=[O:5]. The catalyst class is: 3. (4) Reactant: [Cl:1][C:2]1[CH:8]=[CH:7][C:5]([NH2:6])=[C:4]([I:9])[CH:3]=1.[N-:10]=[N+:11]=[N-:12].[Na+].[CH:14](OC)(OC)OC.C(O)(=O)C. Product: [Cl:1][C:2]1[CH:8]=[CH:7][C:5]([N:6]2[CH:14]=[N:12][N:11]=[N:10]2)=[C:4]([I:9])[CH:3]=1. The catalyst class is: 6. (5) Reactant: [CH3:1][C:2]1[CH:7]=[C:6]([CH3:8])[NH:5][C:4](=[O:9])[C:3]=1[CH2:10][NH:11][C:12]([C:14]1[C:15]2[CH:28]=[N:27][N:26]([CH:29]([CH3:31])[CH3:30])[C:16]=2[N:17]=[C:18]([C:20]2[CH2:21][CH2:22][NH:23][CH2:24][CH:25]=2)[CH:19]=1)=[O:13].CCN(CC)CC.[CH3:39][N:40]([CH3:47])[CH2:41][CH2:42][CH2:43][C:44](O)=[O:45].C1CN([P+](ON2N=NC3C=CC=CC2=3)(N2CCCC2)N2CCCC2)CC1.F[P-](F)(F)(F)(F)F. Product: [CH3:1][C:2]1[CH:7]=[C:6]([CH3:8])[NH:5][C:4](=[O:9])[C:3]=1[CH2:10][NH:11][C:12]([C:14]1[C:15]2[CH:28]=[N:27][N:26]([CH:29]([CH3:31])[CH3:30])[C:16]=2[N:17]=[C:18]([C:20]2[CH2:21][CH2:22][N:23]([C:44](=[O:45])[CH2:43][CH2:42][CH2:41][N:40]([CH3:47])[CH3:39])[CH2:24][CH:25]=2)[CH:19]=1)=[O:13]. The catalyst class is: 58. (6) Reactant: [C:1]([O:5][C:6]([N:8]1[CH2:15][C@H:14]([O:16][C:17]2[C:18]3[S:32][CH:31]=[CH:30][C:19]=3[N:20]=[C:21]([C:23]3[N:27]([CH3:28])[N:26]=[C:25]([CH3:29])[CH:24]=3)[N:22]=2)[CH2:13][C@H:9]1[C:10](O)=[O:11])=[O:7])([CH3:4])([CH3:3])[CH3:2].Cl.[NH2:34][C@:35]1([C:40]([O:42][CH3:43])=[O:41])[CH2:37][C@H:36]1[CH:38]=[CH2:39].C(N(CC)CC)C.CN(C(ON1N=NC2C=CC=NC1=2)=[N+](C)C)C.F[P-](F)(F)(F)(F)F. Product: [CH3:28][N:27]1[C:23]([C:21]2[N:22]=[C:17]([O:16][C@H:14]3[CH2:15][N:8]([C:6]([O:5][C:1]([CH3:3])([CH3:4])[CH3:2])=[O:7])[C@H:9]([C:10]([NH:34][C@:35]4([C:40]([O:42][CH3:43])=[O:41])[CH2:37][C@H:36]4[CH:38]=[CH2:39])=[O:11])[CH2:13]3)[C:18]3[S:32][CH:31]=[CH:30][C:19]=3[N:20]=2)=[CH:24][C:25]([CH3:29])=[N:26]1. The catalyst class is: 44. (7) Reactant: C([CH:3]([C:7](Cl)=[O:8])[C:4](Cl)=[O:5])C.[CH3:10][N:11]([CH3:13])[NH2:12].C(N(CC)CC)C.C(O)(=O)[CH2:22][C:23](CC(O)=O)(C(O)=O)[OH:24]. Product: [CH2:23]([O:24][C:7](=[O:8])[CH2:3][C:4](=[O:5])[NH:12][N:11]([CH3:13])[CH3:10])[CH3:22]. The catalyst class is: 10. (8) The catalyst class is: 2. Reactant: [Cl:1][C:2]1[CH:3]=[CH:4][C:5]([C:8]([F:25])([F:24])[CH2:9][N:10]2[CH2:15][CH2:14][CH:13]([NH:16]C(=O)OC(C)(C)C)[CH2:12][CH2:11]2)=[N:6][CH:7]=1.C(O)(C(F)(F)F)=O. Product: [Cl:1][C:2]1[CH:3]=[CH:4][C:5]([C:8]([F:25])([F:24])[CH2:9][N:10]2[CH2:15][CH2:14][CH:13]([NH2:16])[CH2:12][CH2:11]2)=[N:6][CH:7]=1. (9) Reactant: [C:1]([C:3]1[CH:31]=[CH:30][C:6]([CH2:7][CH:8](/[CH:21]=[CH:22]/[C:23]2[CH:28]=[CH:27][CH:26]=[CH:25][C:24]=2[OH:29])[CH2:9][CH2:10][C:11]2[CH:20]=[CH:19][C:14]([C:15]([O:17][CH3:18])=[O:16])=[CH:13][CH:12]=2)=[CH:5][CH:4]=1)#[N:2].[Br:32][CH2:33][CH2:34][CH2:35][CH2:36]Br.C(=O)([O-])[O-].[K+].[K+]. Product: [Br:32][CH2:33][CH2:34][CH2:35][CH2:36][O:29][C:24]1[CH:25]=[CH:26][CH:27]=[CH:28][C:23]=1/[CH:22]=[CH:21]/[CH:8]([CH2:7][C:6]1[CH:5]=[CH:4][C:3]([C:1]#[N:2])=[CH:31][CH:30]=1)[CH2:9][CH2:10][C:11]1[CH:20]=[CH:19][C:14]([C:15]([O:17][CH3:18])=[O:16])=[CH:13][CH:12]=1. The catalyst class is: 10. (10) Reactant: C(Cl)(=O)C(Cl)=O.CS(C)=O.[C:11]1([CH2:21][CH2:22][O:23][CH2:24][CH2:25][S:26][CH2:27][CH2:28][CH2:29][OH:30])[C:20]2[C:15](=[CH:16][CH:17]=[CH:18][CH:19]=2)[CH:14]=[CH:13][CH:12]=1.C(N(CC)CC)C. Product: [C:11]1([CH2:21][CH2:22][O:23][CH2:24][CH2:25][S:26][CH2:27][CH2:28][CH:29]=[O:30])[C:20]2[C:15](=[CH:16][CH:17]=[CH:18][CH:19]=2)[CH:14]=[CH:13][CH:12]=1. The catalyst class is: 4.